Dataset: Peptide-MHC class I binding affinity with 185,985 pairs from IEDB/IMGT. Task: Regression. Given a peptide amino acid sequence and an MHC pseudo amino acid sequence, predict their binding affinity value. This is MHC class I binding data. (1) The peptide sequence is FMYSTAATI. The MHC is HLA-A02:06 with pseudo-sequence HLA-A02:06. The binding affinity (normalized) is 0.480. (2) The peptide sequence is KTMVAFIRK. The MHC is HLA-A31:01 with pseudo-sequence HLA-A31:01. The binding affinity (normalized) is 0.700. (3) The peptide sequence is LMAEDLANV. The MHC is HLA-A02:11 with pseudo-sequence HLA-A02:11. The binding affinity (normalized) is 1.00. (4) The peptide sequence is YTENTSSYY. The MHC is HLA-A69:01 with pseudo-sequence HLA-A69:01. The binding affinity (normalized) is 0.0847. (5) The peptide sequence is VIGLIVILFI. The MHC is HLA-A02:03 with pseudo-sequence HLA-A02:03. The binding affinity (normalized) is 0.401.